From a dataset of Reaction yield outcomes from USPTO patents with 853,638 reactions. Predict the reaction yield, written as a fraction of the theoretical maximum amount of product (1.0 means a 100% yield; for example, 0.34 means a 34% yield). (1) The reactants are [CH:1]([N:4]1[C:12]2[C:7](=[CH:8][CH:9]=[CH:10][CH:11]=2)[C:6]([C:13](=[O:33])[C:14]([NH:16][CH:17]2[CH2:22][CH2:21][N:20]([CH2:23][CH2:24][NH:25]C(=O)OC(C)(C)C)[CH2:19][CH2:18]2)=[O:15])=[CH:5]1)([CH3:3])[CH3:2].[ClH:34].CO. No catalyst specified. The product is [ClH:34].[NH2:25][CH2:24][CH2:23][N:20]1[CH2:21][CH2:22][CH:17]([NH:16][C:14](=[O:15])[C:13]([C:6]2[C:7]3[C:12](=[CH:11][CH:10]=[CH:9][CH:8]=3)[N:4]([CH:1]([CH3:2])[CH3:3])[CH:5]=2)=[O:33])[CH2:18][CH2:19]1. The yield is 1.00. (2) The reactants are O[C:2]1[C:10]([NH:11][C:12](=[O:23])[CH2:13][CH2:14][CH2:15][CH2:16][C:17]2[CH:22]=[CH:21][CH:20]=[CH:19][CH:18]=2)=[CH:9][CH:8]=[C:7]2[C:3]=1[C:4](=[O:24])[CH2:5][CH2:6]2.C1(C)C=CC(S([O-])(=O)=O)=CC=1.[NH+]1C=CC=CC=1. The catalyst is C1(C)C(C)=CC=CC=1. The product is [C:17]1([CH2:16][CH2:15][CH2:14][CH2:13][C:12]2[O:23][C:2]3[C:3]4[C:4](=[O:24])[CH2:5][CH2:6][C:7]=4[CH:8]=[CH:9][C:10]=3[N:11]=2)[CH:22]=[CH:21][CH:20]=[CH:19][CH:18]=1. The yield is 0.640. (3) The reactants are [Cl:1][C:2]1[CH:16]=[CH:15][C:5]([O:6][C:7]2[CH:14]=[CH:13][C:10]([CH:11]=O)=[CH:9][CH:8]=2)=[CH:4][C:3]=1[C:17]([F:20])([F:19])[F:18].C([O-])(=O)C.[NH4+].[N+:26]([CH3:29])([O-:28])=[O:27]. The catalyst is CC(O)=O. The product is [Cl:1][C:2]1[CH:16]=[CH:15][C:5]([O:6][C:7]2[CH:14]=[CH:13][C:10](/[CH:11]=[CH:29]/[N+:26]([O-:28])=[O:27])=[CH:9][CH:8]=2)=[CH:4][C:3]=1[C:17]([F:20])([F:19])[F:18]. The yield is 0.664. (4) The reactants are [Cl:1][C:2]1[CH:7]=[CH:6][CH:5]=[C:4]([Cl:8])[C:3]=1[C:9]1[CH:19]=[C:18]([CH3:20])[C:12]2[N:13]=[C:14]([NH2:17])[N:15]=[N:16][C:11]=2[CH:10]=1.[C:21]([O:25][C:26]([N:28]1[CH2:33][CH2:32][N:31]([S:34]([C:37]2[CH:42]=[CH:41][C:40](Br)=[CH:39][CH:38]=2)(=[O:36])=[O:35])[CH2:30][CH2:29]1)=[O:27])([CH3:24])([CH3:23])[CH3:22].C(=O)([O-])[O-].[Cs+].[Cs+].C1(P(C2C=CC=CC=2)C2C3OC4C(=CC=CC=4P(C4C=CC=CC=4)C4C=CC=CC=4)C(C)(C)C=3C=CC=2)C=CC=CC=1. The catalyst is [Pd].[Pd].C(=CC(C=CC1C=CC=CC=1)=O)C1C=CC=CC=1.C(=CC(C=CC1C=CC=CC=1)=O)C1C=CC=CC=1.C(=CC(C=CC1C=CC=CC=1)=O)C1C=CC=CC=1. The product is [C:21]([O:25][C:26]([N:28]1[CH2:33][CH2:32][N:31]([S:34]([C:37]2[CH:42]=[CH:41][C:40]([NH:17][C:14]3[N:15]=[N:16][C:11]4[CH:10]=[C:9]([C:3]5[C:4]([Cl:8])=[CH:5][CH:6]=[CH:7][C:2]=5[Cl:1])[CH:19]=[C:18]([CH3:20])[C:12]=4[N:13]=3)=[CH:39][CH:38]=2)(=[O:36])=[O:35])[CH2:30][CH2:29]1)=[O:27])([CH3:24])([CH3:22])[CH3:23]. The yield is 0.440.